Dataset: Forward reaction prediction with 1.9M reactions from USPTO patents (1976-2016). Task: Predict the product of the given reaction. (1) Given the reactants [F:1][C:2]([F:50])([F:49])[C:3]1[CH:4]=[C:5]([CH:42]=[C:43]([C:45]([F:48])([F:47])[F:46])[CH:44]=1)[CH2:6][N:7]([CH2:12][C:13]1[CH:18]=[C:17]([C:19]([F:22])([F:21])[F:20])[CH:16]=[CH:15][C:14]=1[C:23]1[CH:24]=[C:25]([C:31]2[CH:36]=[CH:35][C:34]([C:37]([O:39]C)=[O:38])=[CH:33][C:32]=2[CH3:41])[CH:26]=[CH:27][C:28]=1[O:29][CH3:30])[C:8]([O:10][CH3:11])=[O:9].O.[OH-].[Li+].O.Cl, predict the reaction product. The product is: [F:1][C:2]([F:49])([F:50])[C:3]1[CH:4]=[C:5]([CH:42]=[C:43]([C:45]([F:47])([F:48])[F:46])[CH:44]=1)[CH2:6][N:7]([CH2:12][C:13]1[CH:18]=[C:17]([C:19]([F:21])([F:22])[F:20])[CH:16]=[CH:15][C:14]=1[C:23]1[CH:24]=[C:25]([C:31]2[CH:36]=[CH:35][C:34]([C:37]([OH:39])=[O:38])=[CH:33][C:32]=2[CH3:41])[CH:26]=[CH:27][C:28]=1[O:29][CH3:30])[C:8]([O:10][CH3:11])=[O:9]. (2) Given the reactants [CH3:1][C:2]1[N:3]=[C:4]([C:9]2[CH:10]=[C:11]([CH3:15])[CH:12]=[CH:13][CH:14]=2)[O:5][C:6]=1[CH2:7][OH:8].C(N(CC)CC)C.[CH3:23][S:24](Cl)(=[O:26])=[O:25], predict the reaction product. The product is: [CH3:15][C:11]1[CH:10]=[C:9]([C:4]2[O:5][C:6]([CH2:7][O:8][S:24]([CH3:23])(=[O:26])=[O:25])=[C:2]([CH3:1])[N:3]=2)[CH:14]=[CH:13][CH:12]=1. (3) Given the reactants [NH:1]1[C:11]2[C:6](=[CH:7][CH:8]=[CH:9][CH:10]=2)[C:4](=[O:5])[C:2]1=[O:3].[H-].[Na+].BrC[C:16]1[S:20][C:19]2[CH:21]=[CH:22][C:23]([Cl:25])=[CH:24][C:18]=2[CH:17]=1.O1CCOC[CH2:27]1, predict the reaction product. The product is: [Cl:25][C:23]1[CH:22]=[CH:21][C:19]2[S:20][CH:16]=[C:17]([CH2:27][N:1]3[C:11]4[C:6](=[CH:7][CH:8]=[CH:9][CH:10]=4)[C:4](=[O:5])[C:2]3=[O:3])[C:18]=2[CH:24]=1.